Dataset: Peptide-MHC class II binding affinity with 134,281 pairs from IEDB. Task: Regression. Given a peptide amino acid sequence and an MHC pseudo amino acid sequence, predict their binding affinity value. This is MHC class II binding data. (1) The peptide sequence is AAATAGTTWYGAFAA. The MHC is HLA-DPA10103-DPB10601 with pseudo-sequence HLA-DPA10103-DPB10601. The binding affinity (normalized) is 0.0937. (2) The peptide sequence is AFKVAATAALAAPAN. The MHC is DRB1_1001 with pseudo-sequence DRB1_1001. The binding affinity (normalized) is 0.860. (3) The peptide sequence is LIIYYQLAGYILTVL. The MHC is DRB1_0101 with pseudo-sequence DRB1_0101. The binding affinity (normalized) is 0.439. (4) The peptide sequence is KGSNPNYLALLVKFV. The MHC is HLA-DPA10103-DPB10301 with pseudo-sequence HLA-DPA10103-DPB10301. The binding affinity (normalized) is 0.245.